This data is from Reaction yield outcomes from USPTO patents with 853,638 reactions. The task is: Predict the reaction yield, written as a fraction of the theoretical maximum amount of product (1.0 means a 100% yield; for example, 0.34 means a 34% yield). The reactants are COC[O:4][C:5]1[C:6]([C:16](=[O:18])[CH3:17])=[N:7][C:8]([CH2:11][C:12]([CH3:15])([CH3:14])[CH3:13])=[CH:9][CH:10]=1.CC(O)C.C1COCC1. The catalyst is Cl. The product is [OH:4][C:5]1[C:6]([C:16](=[O:18])[CH3:17])=[N:7][C:8]([CH2:11][C:12]([CH3:13])([CH3:14])[CH3:15])=[CH:9][CH:10]=1. The yield is 0.640.